From a dataset of Peptide-MHC class I binding affinity with 185,985 pairs from IEDB/IMGT. Regression. Given a peptide amino acid sequence and an MHC pseudo amino acid sequence, predict their binding affinity value. This is MHC class I binding data. (1) The peptide sequence is VYCICRDNW. The binding affinity (normalized) is 0.0208. The MHC is HLA-A02:01 with pseudo-sequence HLA-A02:01. (2) The peptide sequence is GRRPLKNRK. The MHC is HLA-A02:06 with pseudo-sequence HLA-A02:06. The binding affinity (normalized) is 0.0847.